Dataset: Full USPTO retrosynthesis dataset with 1.9M reactions from patents (1976-2016). Task: Predict the reactants needed to synthesize the given product. (1) Given the product [O:1]=[C:34]([OH:35])[C@@H:32]([C@H:30]([C@H:28]([C@@H:26]([C:25]([OH:31])=[O:24])[OH:27])[OH:29])[OH:9])[OH:33], predict the reactants needed to synthesize it. The reactants are: [OH2:1].C1(C)C=CC(S(O)(=O)=[O:9])=CC=1.CC1C=CC(S(O)(=O)=O)=CC=1.[O:24]=[C:25]1[O:31][C@H:30]([C@H:32]([CH2:34][OH:35])[OH:33])[C:28]([OH:29])=[C:26]1[OH:27]. (2) Given the product [CH3:13][O:17][N:18]([CH3:19])[C:1](=[O:9])[C:2]1[CH:7]=[CH:6][N:5]=[CH:4][CH:3]=1, predict the reactants needed to synthesize it. The reactants are: [C:1]([OH:9])(=O)[C:2]1[CH:7]=[CH:6][N:5]=[CH:4][CH:3]=1.CN([C:13]([O:17][N:18]1N=NC2C=CC=N[C:19]1=2)=[N+](C)C)C.F[P-](F)(F)(F)(F)F.COCN.